From a dataset of Catalyst prediction with 721,799 reactions and 888 catalyst types from USPTO. Predict which catalyst facilitates the given reaction. Reactant: [CH3:1][C:2]1[CH:10]=[CH:9][CH:8]=[C:7]([N+:11]([O-:13])=[O:12])[C:3]=1[C:4]([OH:6])=O.S(Cl)(Cl)=O.[NH2:18][C:19]1[CH:24]=[CH:23][C:22]([C:25]([F:28])([F:27])[F:26])=[CH:21][C:20]=1[CH3:29].C(N(CC)CC)C. Product: [CH3:1][C:2]1[CH:10]=[CH:9][CH:8]=[C:7]([N+:11]([O-:13])=[O:12])[C:3]=1[C:4]([NH:18][C:19]1[CH:24]=[CH:23][C:22]([C:25]([F:26])([F:27])[F:28])=[CH:21][C:20]=1[CH3:29])=[O:6]. The catalyst class is: 93.